From a dataset of Catalyst prediction with 721,799 reactions and 888 catalyst types from USPTO. Predict which catalyst facilitates the given reaction. (1) Reactant: [CH3:1][CH:2]([C:8]([O:10][CH2:11][CH3:12])=[O:9])[C:3]([O:5]CC)=O.[NH2:13][C:14]1[CH:19]=[CH:18][CH:17]=[CH:16][CH:15]=1. Product: [CH3:1][CH:2]([C:3](=[O:5])[NH:13][C:14]1[CH:19]=[CH:18][CH:17]=[CH:16][CH:15]=1)[C:8]([O:10][CH2:11][CH3:12])=[O:9]. The catalyst class is: 17. (2) Product: [OH:1][C@H:2]1[CH2:7][CH2:6][C@@H:5]([NH:8][C:9]2[C:14]([C:15]#[N:16])=[CH:13][N:12]=[C:11]([NH:35][CH2:34][CH2:33][C:26]3[C:27]4[C:32](=[CH:31][CH:30]=[CH:29][CH:28]=4)[N:24]([CH3:23])[CH:25]=3)[N:10]=2)[CH2:4][C:3]1([CH3:22])[CH3:21]. Reactant: [OH:1][C@H:2]1[CH2:7][CH2:6][C@@H:5]([NH:8][C:9]2[C:14]([C:15]#[N:16])=[CH:13][N:12]=[C:11](S(C)(=O)=O)[N:10]=2)[CH2:4][C:3]1([CH3:22])[CH3:21].[CH3:23][N:24]1[C:32]2[C:27](=[CH:28][CH:29]=[CH:30][CH:31]=2)[C:26]([CH2:33][CH2:34][NH2:35])=[CH:25]1.CCN(C(C)C)C(C)C. The catalyst class is: 1. (3) Reactant: CS(O[CH2:6][C:7]1[CH:12]=[CH:11][N:10]=[C:9]([N:13]2[C:17]([C:18]3[O:19][CH:20]=[CH:21][CH:22]=3)=[CH:16][C:15]([C:23]([F:26])([F:25])[F:24])=[N:14]2)[CH:8]=1)(=O)=O.[N-:27]=[N+:28]=[N-:29].[Na+]. Product: [N:27]([CH2:6][C:7]1[CH:12]=[CH:11][N:10]=[C:9]([N:13]2[C:17]([C:18]3[O:19][CH:20]=[CH:21][CH:22]=3)=[CH:16][C:15]([C:23]([F:26])([F:25])[F:24])=[N:14]2)[CH:8]=1)=[N+:28]=[N-:29]. The catalyst class is: 3. (4) Reactant: [Cl:1][C:2]1[C:7]([C:8]2[CH:9]=[C:10]3[CH:16]=[N:15][NH:14][C:11]3=[N:12][CH:13]=2)=[CH:6][CH:5]=[CH:4][N:3]=1.Br[C:18]1[CH:19]=[C:20]2[N:26](C(OC(C)(C)C)=O)[N:25]=[CH:24][C:21]2=[N:22][CH:23]=1.[Cl:34][C:35]1[C:40](B2OC(C)(C)C(C)(C)O2)=[CH:39][CH:38]=[CH:37][N:36]=1.C([O-])([O-])=O.[Na+].[Na+]. Product: [Cl:1][C:2]1[C:7]([C:8]2[CH:9]=[C:10]3[CH:16]=[N:15][NH:14][C:11]3=[N:12][CH:13]=2)=[CH:6][CH:5]=[CH:4][N:3]=1.[Cl:34][C:35]1[C:40]([C:18]2[CH:19]=[C:20]3[NH:26][N:25]=[CH:24][C:21]3=[N:22][CH:23]=2)=[CH:39][CH:38]=[CH:37][N:36]=1. The catalyst class is: 77. (5) Reactant: [Cl:1][C:2]1[CH:7]=[CH:6][CH:5]=[C:4]([CH3:8])[C:3]=1[N:9](CC1C=CC(OC)=CC=1)[C:10]([C:12]1[S:16][C:15]([NH:17][C:18]2[CH:23]=[C:22]([Cl:24])[N:21]=[C:20]([CH3:25])[N:19]=2)=[N:14][CH:13]=1)=[O:11].FC(F)(F)S(O)(=O)=O.FC(F)(F)C(O)=O. Product: [Cl:1][C:2]1[CH:7]=[CH:6][CH:5]=[C:4]([CH3:8])[C:3]=1[NH:9][C:10]([C:12]1[S:16][C:15]([NH:17][C:18]2[CH:23]=[C:22]([Cl:24])[N:21]=[C:20]([CH3:25])[N:19]=2)=[N:14][CH:13]=1)=[O:11]. The catalyst class is: 4. (6) The catalyst class is: 2. Reactant: [F:1][C:2]1[CH:7]=[CH:6][C:5]([C:8]2[C:9]3[N:10]([N:14]=[C:15]([NH2:17])[N:16]=3)[CH:11]=[CH:12][CH:13]=2)=[CH:4][CH:3]=1.Br[C:19]1[CH:24]=[CH:23][C:22]([N:25]2[CH:29]=[C:28]([CH3:30])[N:27]=[CH:26]2)=[C:21]([O:31][CH3:32])[CH:20]=1. Product: [F:1][C:2]1[CH:7]=[CH:6][C:5]([C:8]2[C:9]3[N:10]([N:14]=[C:15]([NH:17][C:19]4[CH:24]=[CH:23][C:22]([N:25]5[CH:29]=[C:28]([CH3:30])[N:27]=[CH:26]5)=[C:21]([O:31][CH3:32])[CH:20]=4)[N:16]=3)[CH:11]=[CH:12][CH:13]=2)=[CH:4][CH:3]=1. (7) Reactant: [CH3:1][S:2]([NH:5][C:6]1[CH:7]=[C:8]([C:12]2[CH:17]=[CH:16][C:15]([S:18]([N:21]3[CH:25]=[CH:24][C:23](/[CH:26]=[CH:27]/[C:28]([NH:30][O:31]C4CCCCO4)=[O:29])=[CH:22]3)(=[O:20])=[O:19])=[CH:14][CH:13]=2)[CH:9]=[CH:10][CH:11]=1)(=[O:4])=[O:3]. Product: [OH:31][NH:30][C:28](=[O:29])/[CH:27]=[CH:26]/[C:23]1[CH:24]=[CH:25][N:21]([S:18]([C:15]2[CH:14]=[CH:13][C:12]([C:8]3[CH:9]=[CH:10][CH:11]=[C:6]([NH:5][S:2]([CH3:1])(=[O:4])=[O:3])[CH:7]=3)=[CH:17][CH:16]=2)(=[O:19])=[O:20])[CH:22]=1. The catalyst class is: 5. (8) Reactant: [Cl:1][C:2]1[CH:3]=[C:4]([C@H:9]2[CH2:14][C@@H:13]([C:15]3[O:19][NH:18][C:17](=[O:20])[CH:16]=3)[CH2:12][CH2:11][N:10]2[C:21]([O:23][CH3:24])=[O:22])[CH:5]=[C:6]([Cl:8])[CH:7]=1.CCCCCCC.CC(O)C. Product: [Cl:1][C:2]1[CH:3]=[C:4]([C@H:9]2[CH2:14][C@@H:13]([C:15]3[O:19][NH:18][C:17](=[O:20])[CH:16]=3)[CH2:12][CH2:11][N:10]2[C:21]([O:23][CH3:24])=[O:22])[CH:5]=[C:6]([Cl:8])[CH:7]=1.[Cl:1][C:2]1[CH:3]=[C:4]([C@@H:9]2[CH2:14][C@H:13]([C:15]3[O:19][NH:18][C:17](=[O:20])[CH:16]=3)[CH2:12][CH2:11][N:10]2[C:21]([O:23][CH3:24])=[O:22])[CH:5]=[C:6]([Cl:8])[CH:7]=1. The catalyst class is: 10.